Dataset: Peptide-MHC class II binding affinity with 134,281 pairs from IEDB. Task: Regression. Given a peptide amino acid sequence and an MHC pseudo amino acid sequence, predict their binding affinity value. This is MHC class II binding data. (1) The peptide sequence is KKMTTTFTNYMVDMFLA. The MHC is HLA-DQA10201-DQB10402 with pseudo-sequence HLA-DQA10201-DQB10402. The binding affinity (normalized) is 0.458. (2) The peptide sequence is APEVKYTVFETALKK. The MHC is DRB1_0401 with pseudo-sequence DRB1_0401. The binding affinity (normalized) is 0.624. (3) The peptide sequence is IEPIVATNWQKLEAFWHKHM. The MHC is DRB3_0101 with pseudo-sequence DRB3_0101. The binding affinity (normalized) is 0.137. (4) The MHC is DRB1_1101 with pseudo-sequence DRB1_1101. The peptide sequence is TPLTLVDICFWSTLF. The binding affinity (normalized) is 0. (5) The peptide sequence is SQDLELSWNLNGSQAY. The MHC is HLA-DQA10101-DQB10501 with pseudo-sequence HLA-DQA10101-DQB10501. The binding affinity (normalized) is 0.508. (6) The peptide sequence is TCEICALKPKIIYCN. The MHC is H-2-IAb with pseudo-sequence H-2-IAb. The binding affinity (normalized) is 0.0989. (7) The peptide sequence is QVQLVESGGGVVQPG. The MHC is DRB1_0101 with pseudo-sequence DRB1_0101. The binding affinity (normalized) is 0.465. (8) The peptide sequence is GTVANGVLQTFMRMA. The MHC is DRB1_0401 with pseudo-sequence DRB1_0401. The binding affinity (normalized) is 0.0580. (9) The peptide sequence is INEPTAAAIAYGGDR. The MHC is HLA-DQA10501-DQB10301 with pseudo-sequence HLA-DQA10501-DQB10301. The binding affinity (normalized) is 0.633.